This data is from Peptide-MHC class I binding affinity with 185,985 pairs from IEDB/IMGT. The task is: Regression. Given a peptide amino acid sequence and an MHC pseudo amino acid sequence, predict their binding affinity value. This is MHC class I binding data. (1) The peptide sequence is REVNKALYDL. The MHC is H-2-Dd with pseudo-sequence H-2-Dd. The binding affinity (normalized) is 0. (2) The peptide sequence is KGFFRVFKK. The MHC is HLA-A25:01 with pseudo-sequence HLA-A25:01. The binding affinity (normalized) is 0.0847. (3) The peptide sequence is PLEACYNTCY. The MHC is Mamu-B17 with pseudo-sequence Mamu-B17. The binding affinity (normalized) is 0.113.